From a dataset of Full USPTO retrosynthesis dataset with 1.9M reactions from patents (1976-2016). Predict the reactants needed to synthesize the given product. (1) Given the product [Cl:16][C:17]1[CH:18]=[CH:19][C:20]([N+:23]([O-:25])=[O:24])=[C:21]([CH:22]=1)[O:1][CH:2]([CH2:14][CH3:15])[CH2:3][CH2:4][N:5]([CH3:13])[C:6](=[O:12])[O:7][C:8]([CH3:10])([CH3:11])[CH3:9], predict the reactants needed to synthesize it. The reactants are: [OH:1][CH:2]([CH2:14][CH3:15])[CH2:3][CH2:4][N:5]([CH3:13])[C:6](=[O:12])[O:7][C:8]([CH3:11])([CH3:10])[CH3:9].[Cl:16][C:17]1[CH:22]=[CH:21][C:20]([N+:23]([O-:25])=[O:24])=[C:19](F)[CH:18]=1. (2) The reactants are: [F:1][C:2]1[CH:3]=[CH:4][C:5]([CH3:15])=[C:6]2[C:10]=1[N:9]([CH2:11][CH2:12][O:13][CH3:14])[CH:8]=[CH:7]2.[C:16](O[C:16]([C:18]([F:21])([F:20])[F:19])=[O:17])([C:18]([F:21])([F:20])[F:19])=[O:17]. Given the product [F:19][C:18]([F:21])([F:20])[C:16]([C:7]1[C:6]2[C:10](=[C:2]([F:1])[CH:3]=[CH:4][C:5]=2[CH3:15])[N:9]([CH2:11][CH2:12][O:13][CH3:14])[CH:8]=1)=[O:17], predict the reactants needed to synthesize it.